This data is from Forward reaction prediction with 1.9M reactions from USPTO patents (1976-2016). The task is: Predict the product of the given reaction. Given the reactants Br[C:2]1[CH:15]=[CH:14][C:13]2[C:4](=[C:5]([C:27]3[CH:36]=[CH:35][C:34]4[C:29](=[CH:30][CH:31]=[CH:32][CH:33]=4)[CH:28]=3)[C:6]3[C:11]([C:12]=2[C:16]2[CH:25]=[CH:24][C:23]4[C:18](=[CH:19][CH:20]=[CH:21][CH:22]=4)[CH:17]=2)=[CH:10][C:9](Br)=[CH:8][CH:7]=3)[CH:3]=1.[C:37]1([N:43]2[C:47]3[CH:48]=[CH:49][C:50](B(O)O)=[CH:51][C:46]=3[N:45]=[C:44]2[C:55]2[CH:60]=[CH:59][CH:58]=[CH:57][CH:56]=2)[CH:42]=[CH:41][CH:40]=[CH:39][CH:38]=1.C(=O)([O-])[O-].[Na+].[Na+], predict the reaction product. The product is: [C:37]1([N:43]2[C:47]3[CH:48]=[CH:49][C:50]([C:2]4[CH:15]=[CH:14][C:13]5[C:4](=[C:5]([C:27]6[CH:36]=[CH:35][C:34]7[C:29](=[CH:30][CH:31]=[CH:32][CH:33]=7)[CH:28]=6)[C:6]6[C:11]([C:12]=5[C:16]5[CH:25]=[CH:24][C:23]7[C:18](=[CH:19][CH:20]=[CH:21][CH:22]=7)[CH:17]=5)=[CH:10][C:9]([C:50]5[CH:49]=[CH:48][C:47]7[N:43]([C:37]8[CH:38]=[CH:39][CH:40]=[CH:41][CH:42]=8)[C:44]([C:55]8[CH:60]=[CH:59][CH:58]=[CH:57][CH:56]=8)=[N:45][C:46]=7[CH:51]=5)=[CH:8][CH:7]=6)[CH:3]=4)=[CH:51][C:46]=3[N:45]=[C:44]2[C:55]2[CH:60]=[CH:59][CH:58]=[CH:57][CH:56]=2)[CH:42]=[CH:41][CH:40]=[CH:39][CH:38]=1.